Dataset: TCR-epitope binding with 47,182 pairs between 192 epitopes and 23,139 TCRs. Task: Binary Classification. Given a T-cell receptor sequence (or CDR3 region) and an epitope sequence, predict whether binding occurs between them. (1) The epitope is CINGVCWTV. The TCR CDR3 sequence is CASSQERAGGQETQYF. Result: 0 (the TCR does not bind to the epitope). (2) The epitope is LPPIVAKEI. The TCR CDR3 sequence is CASSFTADTGELFF. Result: 0 (the TCR does not bind to the epitope). (3) The epitope is QYDPVAALF. The TCR CDR3 sequence is CASSPYSSGNTIYF. Result: 1 (the TCR binds to the epitope). (4) The epitope is GTSGSPIINR. The TCR CDR3 sequence is CASSEVGSKSRQGAYEQYF. Result: 0 (the TCR does not bind to the epitope). (5) The epitope is RPHERNGFTVL. The TCR CDR3 sequence is CASSPQRNTEAFF. Result: 1 (the TCR binds to the epitope). (6) The epitope is SEPVLKGVKL. The TCR CDR3 sequence is CSARTGEAGYTF. Result: 0 (the TCR does not bind to the epitope). (7) The epitope is FLYNLLTRV. The TCR CDR3 sequence is CASSPAGVNYYEQYF. Result: 0 (the TCR does not bind to the epitope).